From a dataset of Full USPTO retrosynthesis dataset with 1.9M reactions from patents (1976-2016). Predict the reactants needed to synthesize the given product. Given the product [CH3:11][C:10]1[O:9][N:8]=[C:7]([C:12]2[CH:13]=[CH:14][CH:15]=[CH:16][CH:17]=2)[C:6]=1[C:4]1[N:3]=[CH:2][N:1]([C:19]2[CH:24]=[CH:23][CH:22]=[CH:21][N:20]=2)[CH:5]=1, predict the reactants needed to synthesize it. The reactants are: [NH:1]1[CH:5]=[C:4]([C:6]2[C:7]([C:12]3[CH:17]=[CH:16][CH:15]=[CH:14][CH:13]=3)=[N:8][O:9][C:10]=2[CH3:11])[N:3]=[CH:2]1.F[C:19]1[CH:24]=[CH:23][CH:22]=[CH:21][N:20]=1.